Predict which catalyst facilitates the given reaction. From a dataset of Catalyst prediction with 721,799 reactions and 888 catalyst types from USPTO. (1) Reactant: [Br:1][C:2]1[CH:10]=[C:9]([Cl:11])[CH:8]=[CH:7][C:3]=1[C:4](O)=O.[NH2:12]C(N)=O. Product: [Br:1][C:2]1[CH:10]=[C:9]([Cl:11])[CH:8]=[CH:7][C:3]=1[C:4]#[N:12]. The catalyst class is: 4. (2) Reactant: CC([O-])(C)C.[Na+].[CH2:7]([NH:11][CH2:12][CH2:13][CH2:14][CH3:15])[CH2:8][CH2:9][CH3:10].Cl[C:17]1[CH:22]=[CH:21][C:20]([CH3:23])=[CH:19][CH:18]=1. Product: [CH2:7]([N:11]([CH2:12][CH2:13][CH2:14][CH3:15])[C:17]1[CH:22]=[CH:21][C:20]([CH3:23])=[CH:19][CH:18]=1)[CH2:8][CH2:9][CH3:10]. The catalyst class is: 187.